From a dataset of Forward reaction prediction with 1.9M reactions from USPTO patents (1976-2016). Predict the product of the given reaction. (1) Given the reactants C([O:3][C:4]([C:6]1[NH:7][C:8]2[C:13]([CH:14]=1)=[CH:12][C:11]([Cl:15])=[CH:10][C:9]=2[CH2:16][C:17]#[N:18])=[O:5])C.O[Li].O.Cl, predict the reaction product. The product is: [Cl:15][C:11]1[CH:12]=[C:13]2[C:8](=[C:9]([CH2:16][C:17]#[N:18])[CH:10]=1)[NH:7][C:6]([C:4]([OH:5])=[O:3])=[CH:14]2. (2) The product is: [CH3:41][C:31]1[CH:36]=[CH:35][C:34]([S:37]([O:4][CH2:5][CH2:6][O:7][CH:8]2[CH2:13][CH2:12][N:11]([C:14]([O:16][CH2:17][C:18]3[CH:19]=[CH:20][CH:21]=[CH:22][CH:23]=3)=[O:15])[CH2:10][CH2:9]2)(=[O:39])=[O:38])=[CH:33][CH:32]=1. Given the reactants ClCCl.[OH:4][CH2:5][CH2:6][O:7][CH:8]1[CH2:13][CH2:12][N:11]([C:14]([O:16][CH2:17][C:18]2[CH:23]=[CH:22][CH:21]=[CH:20][CH:19]=2)=[O:15])[CH2:10][CH2:9]1.C(N(CC)CC)C.[C:31]1([CH3:41])[CH:36]=[CH:35][C:34]([S:37](Cl)(=[O:39])=[O:38])=[CH:33][CH:32]=1, predict the reaction product. (3) The product is: [F:1][C:2]1[C:3]([C:23]2[CH:24]=[CH:25][C:26]([O:29][CH2:50][CH2:51][N:52]3[CH2:56][CH2:55][CH2:54][CH2:53]3)=[CH:27][CH:28]=2)=[CH:4][C:5]([C:8]2[N:9]=[C:10]([CH:20]([CH3:22])[CH3:21])[NH:11][C:12]=2[C:13]2[CH:18]=[CH:17][CH:16]=[C:15]([CH3:19])[N:14]=2)=[CH:6][CH:7]=1. Given the reactants [F:1][C:2]1[CH:7]=[CH:6][C:5]([C:8]2[N:9]=[C:10]([CH:20]([CH3:22])[CH3:21])[NH:11][C:12]=2[C:13]2[CH:18]=[CH:17][CH:16]=[C:15]([CH3:19])[N:14]=2)=[CH:4][C:3]=1[C:23]1[CH:28]=[CH:27][C:26]([OH:29])=[CH:25][CH:24]=1.C1(P(C2C=CC=CC=2)C2C=CC=CC=2)C=CC=CC=1.O[CH2:50][CH2:51][N:52]1[CH2:56][CH2:55][CH2:54][CH2:53]1.O, predict the reaction product. (4) Given the reactants [C:1]1([C:27]2[CH:32]=[CH:31][CH:30]=[CH:29][CH:28]=2)[CH:6]=[CH:5][C:4]([NH:7][C:8](=[O:26])[C:9]2[CH:14]=[CH:13][C:12]([OH:15])=[C:11]([NH:16][C:17](=[O:25])[CH2:18][N:19]3[CH2:24][CH2:23][O:22][CH2:21][CH2:20]3)[CH:10]=2)=[CH:3][CH:2]=1.I[CH:34]([CH3:36])[CH3:35].C([O-])([O-])=O.[Cs+].[Cs+].O, predict the reaction product. The product is: [C:1]1([C:27]2[CH:28]=[CH:29][CH:30]=[CH:31][CH:32]=2)[CH:2]=[CH:3][C:4]([NH:7][C:8](=[O:26])[C:9]2[CH:14]=[CH:13][C:12]([O:15][CH:34]([CH3:36])[CH3:35])=[C:11]([NH:16][C:17](=[O:25])[CH2:18][N:19]3[CH2:20][CH2:21][O:22][CH2:23][CH2:24]3)[CH:10]=2)=[CH:5][CH:6]=1.